From a dataset of Catalyst prediction with 721,799 reactions and 888 catalyst types from USPTO. Predict which catalyst facilitates the given reaction. (1) Reactant: [NH2:1][CH2:2][CH2:3][CH2:4][CH2:5][CH2:6][CH2:7][OH:8].[C:9](O[C:9]([O:11][C:12]([CH3:15])([CH3:14])[CH3:13])=[O:10])([O:11][C:12]([CH3:15])([CH3:14])[CH3:13])=[O:10]. Product: [C:12]([O:11][C:9]([NH:1][CH2:2][CH2:3][CH2:4][CH2:5][CH2:6][CH2:7][OH:8])=[O:10])([CH3:15])([CH3:14])[CH3:13]. The catalyst class is: 22. (2) Reactant: Br[CH:2]([CH3:9])[C:3](=O)[C:4]([O:6][CH3:7])=[O:5].[C:10](=[S:14])([NH2:13])[CH2:11][CH3:12]. Product: [CH2:11]([C:10]1[S:14][C:2]([CH3:9])=[C:3]([C:4]([O:6][CH3:7])=[O:5])[N:13]=1)[CH3:12]. The catalyst class is: 8. (3) Reactant: Cl.[Cl:2][C:3]1[CH:11]=[C:10]([O:12][CH:13]2[CH2:18][CH2:17][N:16]([CH:19]3[CH2:22][CH2:21][CH2:20]3)[CH2:15][CH2:14]2)[CH:9]=[CH:8][C:4]=1[C:5](Cl)=[O:6].CC[N:25]([CH2:28][C:29]1[CH:34]=[CH:33][CH:32]=[CH:31][CH:30]=1)[CH2:26]C.C=CC1C=CC=CC=1.C=CC1C=CC(C=C)=CC=1.C1C2C(=CC=CC=2)CN1. Product: [ClH:2].[Cl:2][C:3]1[CH:11]=[C:10]([O:12][CH:13]2[CH2:18][CH2:17][N:16]([CH:19]3[CH2:22][CH2:21][CH2:20]3)[CH2:15][CH2:14]2)[CH:9]=[CH:8][C:4]=1[C:5]([N:25]1[CH2:26][C:30]2[C:29](=[CH:34][CH:33]=[CH:32][CH:31]=2)[CH2:28]1)=[O:6]. The catalyst class is: 2. (4) Reactant: [CH2:1]([C:3]1[C:4]([O:12][CH3:13])=[N:5][C:6]([CH3:11])=[C:7]([CH:10]=1)[C:8]#[N:9])[CH3:2].C(=O)([O-])[O-].[K+].[K+].Cl.[NH2:21][OH:22]. Product: [CH2:1]([C:3]1[C:4]([O:12][CH3:13])=[N:5][C:6]([CH3:11])=[C:7]([CH:10]=1)[C:8]([NH:21][OH:22])=[NH:9])[CH3:2]. The catalyst class is: 8. (5) Reactant: [NH:1]1[CH:5]=[N:4][CH:3]=[N:2]1.CC(C)([O-])C.[K+].C1OCCOCCOCCOCCOCCOC1.[NH2:30][C:31]1[C:36]([F:37])=[CH:35][N:34]([CH2:38][CH2:39][CH2:40][CH2:41]I)[C:33](=[O:43])[N:32]=1. Product: [NH2:30][C:31]1[C:36]([F:37])=[CH:35][N:34]([CH2:38][CH2:39][CH2:40][CH2:41][N:1]2[CH:5]=[N:4][CH:3]=[N:2]2)[C:33](=[O:43])[N:32]=1. The catalyst class is: 23. (6) Reactant: FC(F)(F)S(O[C:7]1[C:8]2[CH2:28][N:27]([C:29](=[O:31])[CH3:30])[CH2:26][CH2:25][C:9]=2[N:10]=[C:11]([NH:13][C:14]2[CH:19]=[CH:18][C:17]([C:20]3[O:24][CH:23]=[N:22][CH:21]=3)=[CH:16][CH:15]=2)[N:12]=1)(=O)=O.[O:34]1[CH2:38][CH2:37][CH2:36][C@H:35]1[CH2:39][NH2:40]. Product: [O:24]1[C:20]([C:17]2[CH:18]=[CH:19][C:14]([NH:13][C:11]3[N:12]=[C:7]([NH:40][CH2:39][C@@H:35]4[CH2:36][CH2:37][CH2:38][O:34]4)[C:8]4[CH2:28][N:27]([C:29](=[O:31])[CH3:30])[CH2:26][CH2:25][C:9]=4[N:10]=3)=[CH:15][CH:16]=2)=[CH:21][N:22]=[CH:23]1. The catalyst class is: 16. (7) Reactant: [CH:1]([C:4]1[CH:5]=[C:6]([OH:10])[CH:7]=[CH:8][CH:9]=1)([CH3:3])[CH3:2].C(N(C(C)C)CC)(C)C.[CH3:20][O:21][CH2:22]Cl. Product: [CH:1]([C:4]1[CH:5]=[C:6]([O:10][CH2:20][O:21][CH3:22])[CH:7]=[CH:8][CH:9]=1)([CH3:3])[CH3:2]. The catalyst class is: 34.